The task is: Predict the reactants needed to synthesize the given product.. This data is from Full USPTO retrosynthesis dataset with 1.9M reactions from patents (1976-2016). (1) Given the product [Br:1][C:2]1[CH:21]=[CH:20][C:5]([CH2:6][CH:7]2[CH2:11][CH2:10][N:9]([C@H:12]3[CH2:13][CH2:14][C@@H:15]([O:18][CH3:25])[CH2:16][CH2:17]3)[C:8]2=[O:19])=[C:4]([Cl:22])[CH:3]=1, predict the reactants needed to synthesize it. The reactants are: [Br:1][C:2]1[CH:21]=[CH:20][C:5]([CH2:6][CH:7]2[CH2:11][CH2:10][N:9]([C@H:12]3[CH2:17][CH2:16][C@@H:15]([OH:18])[CH2:14][CH2:13]3)[C:8]2=[O:19])=[C:4]([Cl:22])[CH:3]=1.[H-].[Na+].[CH3:25]I. (2) The reactants are: [Br:1][C:2]1[CH:3]=[C:4]([CH:7]=[CH:8][CH:9]=1)[CH:5]=O.[C:10](#[N:14])[CH2:11][C:12]#[N:13].[BH4-].[Na+].Cl. Given the product [Br:1][C:2]1[CH:3]=[C:4]([CH:7]=[CH:8][CH:9]=1)[CH2:5][CH:11]([C:10]#[N:14])[C:12]#[N:13], predict the reactants needed to synthesize it. (3) Given the product [CH3:11][O:10][CH2:9][CH2:8][N:3]1[CH:4]=[CH:5][N:6]=[C:2]1[CH3:1], predict the reactants needed to synthesize it. The reactants are: [CH3:1][C:2]1[NH:3][CH:4]=[CH:5][N:6]=1.Cl[CH2:8][CH2:9][O:10][CH3:11].[H-].[Na+]. (4) Given the product [NH2:1][C:2]1[N:3]=[C:4]([C:9]([F:12])([CH3:11])[CH3:10])[N:5]=[C:6]([NH:32][C@@H:28]([CH:29]2[CH2:31][CH2:30]2)[CH2:27][CH2:26][CH2:25][C:19]2[CH:24]=[CH:23][CH:22]=[CH:21][CH:20]=2)[N:7]=1, predict the reactants needed to synthesize it. The reactants are: [NH2:1][C:2]1[N:7]=[C:6](Cl)[N:5]=[C:4]([C:9]([F:12])([CH3:11])[CH3:10])[N:3]=1.C(=O)([O-])[O-].[K+].[K+].[C:19]1([CH2:25][CH2:26][CH2:27][C@@H:28]([NH2:32])[CH:29]2[CH2:31][CH2:30]2)[CH:24]=[CH:23][CH:22]=[CH:21][CH:20]=1.